This data is from Forward reaction prediction with 1.9M reactions from USPTO patents (1976-2016). The task is: Predict the product of the given reaction. (1) Given the reactants [CH3:1][Mg]Cl.[CH3:4][C:5](=[O:12])[CH2:6][CH2:7][CH2:8][CH2:9][CH2:10][CH3:11].[Mg].[Na+].[Cl-], predict the reaction product. The product is: [CH3:4][C:5]([OH:12])([CH2:6][CH2:7][CH2:8][CH2:9][CH2:10][CH3:11])[CH3:1]. (2) Given the reactants [OH:1][C:2]1[CH:3]=[C:4]([CH:14]=[CH:15][CH:16]=1)[C:5]([NH:7][C:8]1[CH:13]=[CH:12][CH:11]=[CH:10][CH:9]=1)=[O:6].[CH3:17][N:18]([C:22]1[CH:27]=[CH:26][CH:25]=[CH:24][CH:23]=1)[C:19](Cl)=[O:20], predict the reaction product. The product is: [C:8]1([NH:7][C:5]([C:4]2[CH:3]=[C:2]([O:1][C:19](=[O:20])[N:18]([CH3:17])[C:22]3[CH:27]=[CH:26][CH:25]=[CH:24][CH:23]=3)[CH:16]=[CH:15][CH:14]=2)=[O:6])[CH:13]=[CH:12][CH:11]=[CH:10][CH:9]=1. (3) Given the reactants [C:1]1([N:7]2[CH:11]=[CH:10][N:9]=[N:8]2)[CH:6]=[CH:5][CH:4]=[CH:3][CH:2]=1.C([Li])CCC.[Br:17]Br, predict the reaction product. The product is: [Br:17][C:11]1[N:7]([C:1]2[CH:2]=[CH:3][CH:4]=[CH:5][CH:6]=2)[N:8]=[N:9][CH:10]=1. (4) Given the reactants [CH3:1][O:2][C:3]1[CH:12]=[C:11]2[C:6]([C:7]([NH:13][CH3:14])=[N:8][CH:9]=[N:10]2)=[CH:5][C:4]=1[NH2:15].[C:16]([O:20][C:21]([N:23]1[CH2:27][CH2:26][CH2:25][C@H:24]1[C:28](O)=[O:29])=[O:22])([CH3:19])([CH3:18])[CH3:17].CN(C(ON1N=NC2C=CC=NC1=2)=[N+](C)C)C.F[P-](F)(F)(F)(F)F.CCN(C(C)C)C(C)C, predict the reaction product. The product is: [CH3:1][O:2][C:3]1[CH:12]=[C:11]2[C:6]([C:7]([NH:13][CH3:14])=[N:8][CH:9]=[N:10]2)=[CH:5][C:4]=1[NH:15][C:28]([C@@H:24]1[CH2:25][CH2:26][CH2:27][N:23]1[C:21]([O:20][C:16]([CH3:19])([CH3:18])[CH3:17])=[O:22])=[O:29]. (5) Given the reactants C([O:3][C:4](=[O:20])[C@@H:5]([O:18][CH3:19])[CH2:6][C:7]1[CH:12]=[CH:11][C:10]([O:13][CH2:14][CH2:15][CH2:16]Br)=[CH:9][CH:8]=1)C.[N:21]1([C:26]2[CH:31]=[CH:30][C:29]([OH:32])=[CH:28][CH:27]=2)[CH:25]=[CH:24][N:23]=[CH:22]1, predict the reaction product. The product is: [N:21]1([C:26]2[CH:31]=[CH:30][C:29]([O:32][CH2:16][CH2:15][CH2:14][O:13][C:10]3[CH:9]=[CH:8][C:7]([CH2:6][C@H:5]([O:18][CH3:19])[C:4]([OH:3])=[O:20])=[CH:12][CH:11]=3)=[CH:28][CH:27]=2)[CH:25]=[CH:24][N:23]=[CH:22]1. (6) Given the reactants [CH2:1]([O:8][CH:9]1[CH2:12][CH:11]([CH:13]([NH:16][C:17](=[O:21])[CH:18](Cl)[CH3:19])[CH2:14][OH:15])[CH2:10]1)[C:2]1[CH:7]=[CH:6][CH:5]=[CH:4][CH:3]=1.CC(C)([O-])C.[K+], predict the reaction product. The product is: [CH2:1]([O:8][CH:9]1[CH2:12][CH:11]([CH:13]2[NH:16][C:17](=[O:21])[CH:18]([CH3:19])[O:15][CH2:14]2)[CH2:10]1)[C:2]1[CH:7]=[CH:6][CH:5]=[CH:4][CH:3]=1. (7) Given the reactants [OH:1][CH2:2][C:3]1[S:7][C:6]([C:8]#[N:9])=[CH:5][CH:4]=1.C(N(CC)CC)C.[CH3:17][S:18](Cl)(=[O:20])=[O:19].[Cl-].[NH4+], predict the reaction product. The product is: [CH3:17][S:18]([O:1][CH2:2][C:3]1[S:7][C:6]([C:8]#[N:9])=[CH:5][CH:4]=1)(=[O:20])=[O:19]. (8) Given the reactants [CH3:1][O:2][C:3]1[N:8]=[C:7]([C:9]([OH:11])=O)[CH:6]=[CH:5][CH:4]=1.CN(C(ON1N=NC2C=CC=CC1=2)=[N+](C)C)C.[B-](F)(F)(F)F.CCN(C(C)C)C(C)C.FC(F)(F)C(O)=O.[CH2:50]([O:57][C:58]([N:60]1[CH2:65][CH2:64][NH:63][CH2:62][C:61]1([CH3:67])[CH3:66])=[O:59])[C:51]1[CH:56]=[CH:55][CH:54]=[CH:53][CH:52]=1, predict the reaction product. The product is: [CH2:50]([O:57][C:58]([N:60]1[CH2:65][CH2:64][N:63]([C:9]([C:7]2[CH:6]=[CH:5][CH:4]=[C:3]([O:2][CH3:1])[N:8]=2)=[O:11])[CH2:62][C:61]1([CH3:67])[CH3:66])=[O:59])[C:51]1[CH:52]=[CH:53][CH:54]=[CH:55][CH:56]=1. (9) The product is: [C:4]([O:3][C:1]([NH:8][C@H:9]([C:19]([O:21][C:22]([CH3:25])([CH3:24])[CH3:23])=[O:20])[CH2:10][C@H:11]([CH2:43][C:42]1[CH:45]=[CH:46][C:39]([N+:36]([O-:38])=[O:37])=[CH:40][CH:41]=1)[C:12]([O:14][C:15]([CH3:16])([CH3:18])[CH3:17])=[O:13])=[O:2])([CH3:7])([CH3:6])[CH3:5]. Given the reactants [C:1]([NH:8][C@H:9]([C:19]([O:21][C:22]([CH3:25])([CH3:24])[CH3:23])=[O:20])[CH2:10][CH2:11][C:12]([O:14][C:15]([CH3:18])([CH3:17])[CH3:16])=[O:13])([O:3][C:4]([CH3:7])([CH3:6])[CH3:5])=[O:2].C[Si]([N-][Si](C)(C)C)(C)C.[Li+].[N+:36]([C:39]1[CH:46]=[CH:45][C:42]([CH2:43]Br)=[CH:41][CH:40]=1)([O-:38])=[O:37], predict the reaction product.